From a dataset of KCNQ2 potassium channel screen with 302,405 compounds. Binary Classification. Given a drug SMILES string, predict its activity (active/inactive) in a high-throughput screening assay against a specified biological target. (1) The drug is O(c1cc(CNc2n(c3c(n2)cccc3)Cc2ccccc2)ccc1OC)C. The result is 0 (inactive). (2) The compound is S(=O)(=O)(N1CCCCC1)c1c(ccc(c1)C(=O)N(CC(=O)Nc1cc(OCC)c(OCC)cc1)C)C. The result is 0 (inactive).